Dataset: Full USPTO retrosynthesis dataset with 1.9M reactions from patents (1976-2016). Task: Predict the reactants needed to synthesize the given product. Given the product [ClH:11].[NH2:1][CH2:4][C:5](=[O:10])[C:6]([CH3:9])([CH3:8])[CH3:7], predict the reactants needed to synthesize it. The reactants are: [N:1]([CH2:4][C:5](=[O:10])[C:6]([CH3:9])([CH3:8])[CH3:7])=[N+]=[N-].[ClH:11].